Predict the product of the given reaction. From a dataset of Forward reaction prediction with 1.9M reactions from USPTO patents (1976-2016). (1) Given the reactants [CH2:1]([C:8]1[CH:13]=[CH:12][CH:11]=[CH:10][C:9]=1[OH:14])[C:2]1[CH:7]=[CH:6][CH:5]=[CH:4][CH:3]=1.C(=O)([O-])[O-].[K+].[K+].C1(=O)O[CH2:24][CH2:23][O:22]1, predict the reaction product. The product is: [CH2:1]([C:8]1[CH:13]=[CH:12][CH:11]=[CH:10][C:9]=1[O:14][CH:23]([OH:22])[CH3:24])[C:2]1[CH:3]=[CH:4][CH:5]=[CH:6][CH:7]=1. (2) Given the reactants [F:1][C:2]1[CH:3]=[C:4]([C:11]([CH3:23])([CH3:22])[CH2:12][C:13]([OH:21])([C:17]([F:20])([F:19])[F:18])[C:14](O)=[O:15])[C:5]2[O:9][CH2:8][CH2:7][C:6]=2[CH:10]=1.[Li].C([O-])(O)=O.[Na+], predict the reaction product. The product is: [F:1][C:2]1[CH:3]=[C:4]([C:11]([CH3:23])([CH3:22])[CH2:12][C:13]([C:17]([F:20])([F:18])[F:19])([OH:21])[CH2:14][OH:15])[C:5]2[O:9][CH2:8][CH2:7][C:6]=2[CH:10]=1.